This data is from Full USPTO retrosynthesis dataset with 1.9M reactions from patents (1976-2016). The task is: Predict the reactants needed to synthesize the given product. (1) The reactants are: C[O:2][C:3](=[O:29])[CH:4]([N:22]1[C:26](=[O:27])[CH2:25][NH:24][C:23]1=[O:28])[CH:5]([CH3:21])[CH2:6][CH2:7][O:8][C:9]1[CH:14]=[CH:13][C:12]([C:15]2[CH:20]=[CH:19][CH:18]=[CH:17][CH:16]=2)=[CH:11][CH:10]=1.Cl. Given the product [C:12]1([C:15]2[CH:16]=[CH:17][CH:18]=[CH:19][CH:20]=2)[CH:11]=[CH:10][C:9]([O:8][CH2:7][CH2:6][CH:5]([CH3:21])[CH:4]([N:22]2[C:26](=[O:27])[CH2:25][NH:24][C:23]2=[O:28])[C:3]([OH:29])=[O:2])=[CH:14][CH:13]=1, predict the reactants needed to synthesize it. (2) Given the product [OH:2][C:20]1[CH:21]=[C:22]2[N:28]([CH2:29][O:30][CH2:31][CH2:32][Si:33]([CH3:36])([CH3:35])[CH3:34])[C:27]([C:37]3[CH:42]=[CH:41][N:40]=[C:39]([NH:43][C:44](=[O:46])[CH3:45])[CH:38]=3)=[C:26]([C:47]3[CH:52]=[CH:51][C:50]([O:53][CH3:54])=[CH:49][N:48]=3)[C:23]2=[N:24][CH:25]=1, predict the reactants needed to synthesize it. The reactants are: B1(B2OC(C)(C)C(C)(C)O2)OC(C)(C)C(C)(C)[O:2]1.Br[C:20]1[CH:21]=[C:22]2[N:28]([CH2:29][O:30][CH2:31][CH2:32][Si:33]([CH3:36])([CH3:35])[CH3:34])[C:27]([C:37]3[CH:42]=[CH:41][N:40]=[C:39]([NH:43][C:44](=[O:46])[CH3:45])[CH:38]=3)=[C:26]([C:47]3[CH:52]=[CH:51][C:50]([O:53][CH3:54])=[CH:49][N:48]=3)[C:23]2=[N:24][CH:25]=1.C([O-])(=O)C.[K+]. (3) Given the product [CH3:17][O:18][C:19]([O:1][CH:2]([CH3:10])/[CH:3]=[CH:4]/[C:5]([O:7][CH2:8][CH3:9])=[O:6])=[O:20], predict the reactants needed to synthesize it. The reactants are: [OH:1][CH:2]([CH3:10])/[CH:3]=[CH:4]/[C:5]([O:7][CH2:8][CH3:9])=[O:6].N1C=CC=CC=1.[CH3:17][O:18][C:19](Cl)=[O:20]. (4) Given the product [CH3:21][S:18]([N:15]1[CH2:16][CH2:17][N:12]([CH2:11][C:9]2[S:8][C:6]3[N:7]=[C:2]([S:29][CH3:28])[N:3]=[C:4]([N:22]4[CH2:27][CH2:26][O:25][CH2:24][CH2:23]4)[C:5]=3[CH:10]=2)[CH2:13][CH2:14]1)(=[O:20])=[O:19], predict the reactants needed to synthesize it. The reactants are: Cl[C:2]1[N:3]=[C:4]([N:22]2[CH2:27][CH2:26][O:25][CH2:24][CH2:23]2)[C:5]2[CH:10]=[C:9]([CH2:11][N:12]3[CH2:17][CH2:16][N:15]([S:18]([CH3:21])(=[O:20])=[O:19])[CH2:14][CH2:13]3)[S:8][C:6]=2[N:7]=1.[CH3:28][S-:29].[Na+]. (5) The reactants are: [CH3:1][O:2][C:3](=[O:34])[C@@H:4]([NH:23][C:24]([C:26]1([CH2:31][CH2:32][NH2:33])[CH2:30][CH2:29][CH2:28][CH2:27]1)=[O:25])[CH2:5][C:6]1[CH:11]=[CH:10][C:9]([NH:12][C:13](=[O:22])[C:14]2[C:19]([Cl:20])=[CH:18][CH:17]=[CH:16][C:15]=2[Cl:21])=[CH:8][CH:7]=1.[CH:35]1[C:47]2[CH:46]([CH2:48][O:49][C:50](=[O:93])[NH:51][CH2:52][CH2:53][O:54][CH2:55][CH2:56][O:57][CH2:58][CH2:59][O:60][CH2:61][CH2:62][O:63][CH2:64][CH2:65][O:66][CH2:67][CH2:68][O:69][CH2:70][CH2:71][O:72][CH2:73][CH2:74][O:75][CH2:76][CH2:77][O:78][CH2:79][CH2:80][O:81][CH2:82][CH2:83][O:84][CH2:85][CH2:86][O:87][CH2:88][CH2:89][C:90](O)=[O:91])[C:45]3[C:40](=[CH:41][CH:42]=[CH:43][CH:44]=3)[C:39]=2[CH:38]=[CH:37][CH:36]=1.CN(C(ON1N=NC2C=CC=CC1=2)=[N+](C)C)C.F[P-](F)(F)(F)(F)F.ON1C2C=CC=CC=2N=N1.CCN(C(C)C)C(C)C. Given the product [CH:35]1[C:47]2[CH:46]([CH2:48][O:49][C:50](=[O:93])[NH:51][CH2:52][CH2:53][O:54][CH2:55][CH2:56][O:57][CH2:58][CH2:59][O:60][CH2:61][CH2:62][O:63][CH2:64][CH2:65][O:66][CH2:67][CH2:68][O:69][CH2:70][CH2:71][O:72][CH2:73][CH2:74][O:75][CH2:76][CH2:77][O:78][CH2:79][CH2:80][O:81][CH2:82][CH2:83][O:84][CH2:85][CH2:86][O:87][CH2:88][CH2:89][C:90]([NH:33][CH2:32][CH2:31][C:26]3([C:24]([NH:23][C@H:4]([C:3]([O:2][CH3:1])=[O:34])[CH2:5][C:6]4[CH:7]=[CH:8][C:9]([NH:12][C:13](=[O:22])[C:14]5[C:15]([Cl:21])=[CH:16][CH:17]=[CH:18][C:19]=5[Cl:20])=[CH:10][CH:11]=4)=[O:25])[CH2:27][CH2:28][CH2:29][CH2:30]3)=[O:91])[C:45]3[C:40](=[CH:41][CH:42]=[CH:43][CH:44]=3)[C:39]=2[CH:38]=[CH:37][CH:36]=1, predict the reactants needed to synthesize it.